This data is from Forward reaction prediction with 1.9M reactions from USPTO patents (1976-2016). The task is: Predict the product of the given reaction. (1) The product is: [CH3:35][N:2]([CH3:1])[CH2:3][CH2:4][CH2:5][S:6]([N:9]1[CH2:10][CH2:11][CH:12]([C:15]2[C:23]3[C:18](=[C:19]([C:32]([NH2:34])=[O:33])[CH:20]=[C:21]([C:24]4[CH:29]=[CH:28][CH:27]=[C:26]([CH2:30][NH:38][CH2:36][CH3:37])[CH:25]=4)[CH:22]=3)[NH:17][CH:16]=2)[CH2:13][CH2:14]1)(=[O:8])=[O:7]. Given the reactants [CH3:1][N:2]([CH3:35])[CH2:3][CH2:4][CH2:5][S:6]([N:9]1[CH2:14][CH2:13][CH:12]([C:15]2[C:23]3[C:18](=[C:19]([C:32]([NH2:34])=[O:33])[CH:20]=[C:21]([C:24]4[CH:29]=[CH:28][CH:27]=[C:26]([CH:30]=O)[CH:25]=4)[CH:22]=3)[NH:17][CH:16]=2)[CH2:11][CH2:10]1)(=[O:8])=[O:7].[CH2:36]([NH2:38])[CH3:37].C1COCC1.[BH4-].[Na+], predict the reaction product. (2) Given the reactants Br[C:2]1[S:3][C:4]([C:7]2[CH:12]=[CH:11][C:10]([O:13][CH3:14])=[CH:9][CH:8]=2)=[CH:5][CH:6]=1.[CH3:15][O:16][C:17]1[CH:18]=[C:19](B(O)O)[CH:20]=[CH:21][CH:22]=1, predict the reaction product. The product is: [CH3:15][O:16][C:17]1[CH:22]=[C:21]([C:2]2[S:3][C:4]([C:7]3[CH:12]=[CH:11][C:10]([O:13][CH3:14])=[CH:9][CH:8]=3)=[CH:5][CH:6]=2)[CH:20]=[CH:19][CH:18]=1. (3) Given the reactants C([NH:5][S:6]([C:9]1[CH:10]=[N:11][CH:12]=[C:13]([C:15]2[C:24]3[C:19](=[C:20]([C:25]4[CH:30]=[CH:29][CH:28]=[CH:27][CH:26]=4)[CH:21]=[CH:22][CH:23]=3)[C:18]([NH:31][CH2:32][C:33]3[CH:38]=[CH:37][CH:36]=[CH:35][N:34]=3)=[N:17][N:16]=2)[CH:14]=1)(=[O:8])=[O:7])(C)(C)C.C(O)(C(F)(F)F)=O, predict the reaction product. The product is: [C:25]1([C:20]2[CH:21]=[CH:22][CH:23]=[C:24]3[C:19]=2[C:18]([NH:31][CH2:32][C:33]2[CH:38]=[CH:37][CH:36]=[CH:35][N:34]=2)=[N:17][N:16]=[C:15]3[C:13]2[CH:14]=[C:9]([S:6]([NH2:5])(=[O:7])=[O:8])[CH:10]=[N:11][CH:12]=2)[CH:26]=[CH:27][CH:28]=[CH:29][CH:30]=1. (4) Given the reactants [NH2:1][CH:2]([C:11]1[C:16]([O:17][CH3:18])=[CH:15][CH:14]=[CH:13][C:12]=1[O:19][CH3:20])[CH2:3][CH:4]([CH3:10])[C:5]([O:7]CC)=O.[Cl:21][C:22]1[CH:23]=[C:24]([CH:27]=[C:28]([C:30]2[CH:35]=[CH:34][CH:33]=[CH:32][N:31]=2)[CH:29]=1)[CH:25]=O, predict the reaction product. The product is: [Cl:21][C:22]1[CH:23]=[C:24]([CH:27]=[C:28]([C:30]2[CH:35]=[CH:34][CH:33]=[CH:32][N:31]=2)[CH:29]=1)[CH2:25][N:1]1[CH:2]([C:11]2[C:12]([O:19][CH3:20])=[CH:13][CH:14]=[CH:15][C:16]=2[O:17][CH3:18])[CH2:3][CH:4]([CH3:10])[C:5]1=[O:7]. (5) Given the reactants [OH:1][C:2]1[C:11]2[C:6](=[CH:7][C:8]([C:12]([O:14][CH3:15])=[O:13])=[CH:9][CH:10]=2)[N:5]([CH3:16])[C:4](=[O:17])[C:3]=1[C:18](O)=[O:19].Cl.[CH2:22]([O:29][C:30](=[O:33])[CH2:31][NH2:32])[C:23]1[CH:28]=[CH:27][CH:26]=[CH:25][CH:24]=1.C(N(C(C)C)CC)(C)C.CCOC(C)=O, predict the reaction product. The product is: [CH2:22]([O:29][C:30](=[O:33])[CH2:31][NH:32][C:18]([C:3]1[C:4](=[O:17])[N:5]([CH3:16])[C:6]2[C:11]([C:2]=1[OH:1])=[CH:10][CH:9]=[C:8]([C:12]([O:14][CH3:15])=[O:13])[CH:7]=2)=[O:19])[C:23]1[CH:28]=[CH:27][CH:26]=[CH:25][CH:24]=1. (6) Given the reactants [F:1][C:2]1[CH:3]=[C:4]([C:15]2[O:19][N:18]=[C:17]([C:20]3[S:24][C:23]([CH2:25]O)=[CH:22][C:21]=3[CH3:27])[N:16]=2)[CH:5]=[CH:6][C:7]=1[O:8][C:9]1[CH:14]=[CH:13][CH:12]=[CH:11][CH:10]=1.C(Br)(Br)(Br)Br.C1(P(C2C=CC=CC=2)C2C=CC=CC=2)C=CC=CC=1.Cl.[NH:53]1[CH2:56][CH:55]([C:57]([O:59][CH3:60])=[O:58])[CH2:54]1.C(N(CC)C(C)C)(C)C, predict the reaction product. The product is: [F:1][C:2]1[CH:3]=[C:4]([C:15]2[O:19][N:18]=[C:17]([C:20]3[S:24][C:23]([CH2:25][N:53]4[CH2:56][CH:55]([C:57]([O:59][CH3:60])=[O:58])[CH2:54]4)=[CH:22][C:21]=3[CH3:27])[N:16]=2)[CH:5]=[CH:6][C:7]=1[O:8][C:9]1[CH:10]=[CH:11][CH:12]=[CH:13][CH:14]=1. (7) Given the reactants [Br:1][C:2]1[CH:3]=[C:4]([CH2:14][C@@H:15]([CH2:20][C:21]([O:23][CH3:24])=[O:22])[C:16]([O:18]C)=O)[C:5]([CH2:12]O)=[C:6]2[C:10]=1[NH:9][N:8]=[C:7]2[Cl:11].S(Cl)(Cl)=O.[F:29][C:30]([F:34])([F:33])[CH2:31][NH2:32].C(=O)([O-])[O-].[K+].[K+].C(O)(=O)C, predict the reaction product. The product is: [Br:1][C:2]1[C:10]2[NH:9][N:8]=[C:7]([Cl:11])[C:6]=2[C:5]2[CH2:12][N:32]([CH2:31][C:30]([F:34])([F:33])[F:29])[C:16](=[O:18])[C@H:15]([CH2:20][C:21]([O:23][CH3:24])=[O:22])[CH2:14][C:4]=2[CH:3]=1. (8) Given the reactants C(OC([N:8]1[CH2:12][CH2:11][CH:10]([N:13]2[CH:17]=[C:16]([C:18](=[O:20])[NH2:19])[C:15]([C:21]3[CH:26]=[CH:25][C:24]([O:27][C:28]4[CH:33]=[CH:32][CH:31]=[CH:30][CH:29]=4)=[CH:23][CH:22]=3)=[N:14]2)[CH2:9]1)=O)(C)(C)C.Cl.CCO, predict the reaction product. The product is: [O:27]([C:24]1[CH:25]=[CH:26][C:21]([C:15]2[C:16]([C:18]([NH2:19])=[O:20])=[CH:17][N:13]([CH:10]3[CH2:11][CH2:12][NH:8][CH2:9]3)[N:14]=2)=[CH:22][CH:23]=1)[C:28]1[CH:33]=[CH:32][CH:31]=[CH:30][CH:29]=1. (9) Given the reactants [O:1]1[CH2:6][CH2:5][CH2:4][CH2:3][CH:2]1[O:7][NH:8][C:9]([C:11]1[CH:20]=[C:19]2[C:14]([CH2:15][CH2:16][NH:17][CH2:18]2)=[CH:13][CH:12]=1)=[O:10].[CH3:21][C:22]1[CH:30]=[CH:29][C:25]([C:26](O)=[O:27])=[CH:24][CH:23]=1.C1C=CC2N(O)N=NC=2C=1.C(Cl)CCl, predict the reaction product. The product is: [CH3:21][C:22]1[CH:30]=[CH:29][C:25]([C:26]([N:17]2[CH2:16][CH2:15][C:14]3[C:19](=[CH:20][C:11]([C:9]([NH:8][O:7][CH:2]4[CH2:3][CH2:4][CH2:5][CH2:6][O:1]4)=[O:10])=[CH:12][CH:13]=3)[CH2:18]2)=[O:27])=[CH:24][CH:23]=1. (10) Given the reactants [C:1]1([C:23]2[CH:28]=[CH:27][CH:26]=[CH:25][CH:24]=2)[CH:6]=[CH:5][C:4]([CH2:7][C@@H:8]([NH:15][C:16]([O:18][C:19]([CH3:22])([CH3:21])[CH3:20])=[O:17])[CH2:9][C@@H:10]([CH3:14])[C:11]([OH:13])=[O:12])=[CH:3][CH:2]=1.[CH:29]([N:32]([CH:35]([CH3:37])[CH3:36])[CH2:33][CH3:34])([CH3:31])[CH3:30], predict the reaction product. The product is: [CH:29]([NH+:32]([CH:35]([CH3:37])[CH3:36])[CH2:33][CH3:34])([CH3:31])[CH3:30].[C:1]1([C:23]2[CH:24]=[CH:25][CH:26]=[CH:27][CH:28]=2)[CH:2]=[CH:3][C:4]([CH2:7][C@@H:8]([NH:15][C:16]([O:18][C:19]([CH3:22])([CH3:20])[CH3:21])=[O:17])[CH2:9][C@@H:10]([CH3:14])[C:11]([O-:13])=[O:12])=[CH:5][CH:6]=1.